This data is from Reaction yield outcomes from USPTO patents with 853,638 reactions. The task is: Predict the reaction yield, written as a fraction of the theoretical maximum amount of product (1.0 means a 100% yield; for example, 0.34 means a 34% yield). (1) The yield is 0.490. The reactants are [NH2:1][C:2]1[CH:3]=[C:4]2[C:10]([CH2:11][OH:12])=[N:9][NH:8][C:5]2=[N:6][CH:7]=1.[F:13][C:14]1[C:22]([NH:23][S:24]([CH2:27][CH2:28][CH3:29])(=[O:26])=[O:25])=[CH:21][CH:20]=[C:19]([F:30])[C:15]=1[C:16](O)=[O:17].CCN=C=NCCCN(C)C.C1C=CC2N(O)N=NC=2C=1. The product is [F:13][C:14]1[C:22]([NH:23][S:24]([CH2:27][CH2:28][CH3:29])(=[O:25])=[O:26])=[CH:21][CH:20]=[C:19]([F:30])[C:15]=1[C:16]([NH:1][C:2]1[CH:3]=[C:4]2[C:10]([CH2:11][OH:12])=[N:9][NH:8][C:5]2=[N:6][CH:7]=1)=[O:17]. The catalyst is CN(C=O)C. (2) The reactants are [NH2:1][C:2]1[CH:7]=[C:6](OC)[CH:5]=[CH:4][C:3]=1[C:10]([C:12]1[CH:17]=[CH:16][CH:15]=[CH:14][C:13]=1[F:18])=[O:11].[CH:19](C1C=CC(N)=CC=1)([CH3:21])[CH3:20].FC1C=CC=CC=1C#N. No catalyst specified. The product is [NH2:1][C:2]1[CH:7]=[CH:6][C:5]([CH:19]([CH3:21])[CH3:20])=[CH:4][C:3]=1[C:10]([C:12]1[CH:17]=[CH:16][CH:15]=[CH:14][C:13]=1[F:18])=[O:11]. The yield is 0.220. (3) The catalyst is C1COCC1.C(N(CC)CC)C. The yield is 0.410. The reactants are I.[NH2:2][C:3]1[C:4]([C:11]([NH:13][C:14](=[NH:17])SC)=[O:12])=[N:5][C:6]([Cl:10])=[C:7]([NH2:9])[N:8]=1.Br.[OH:19][C:20]1[CH:25]=[CH:24][C:23]([CH2:26][CH2:27][CH2:28][CH2:29][NH2:30])=[CH:22][CH:21]=1. The product is [ClH:10].[OH:19][C:20]1[CH:21]=[CH:22][C:23]([CH2:26][CH2:27][CH2:28][CH2:29][NH:30][C:14]([NH:13][C:11]([C:4]2[C:3]([NH2:2])=[N:8][C:7]([NH2:9])=[C:6]([Cl:10])[N:5]=2)=[O:12])=[NH:17])=[CH:24][CH:25]=1. (4) The reactants are [CH3:1][NH:2][CH2:3][C:4]1[S:8][C:7]2[CH:9]=[CH:10][CH:11]=[CH:12][C:6]=2[C:5]=1[CH3:13].CNCC1C=CC2C(=CC=CC=2)C=1CCC.[ClH:30].[CH3:31][N:32]1[CH2:37][CH2:36][N:35]([C:38](=[O:57])[CH2:39][N:40]2[CH2:46][C:45]3[CH:47]=[C:48](/[CH:51]=[CH:52]/[C:53](O)=[O:54])[CH:49]=[N:50][C:44]=3[NH:43][C:42](=[O:56])[CH2:41]2)[CH2:34][CH2:33]1.Cl.CN1CC2C=C(/C=C/C(O)=O)C=NC=2NC(=O)C1. No catalyst specified. The product is [ClH:30].[CH3:1][N:2]([CH2:3][C:4]1[S:8][C:7]2[CH:9]=[CH:10][CH:11]=[CH:12][C:6]=2[C:5]=1[CH3:13])[C:53](=[O:54])/[CH:52]=[CH:51]/[C:48]1[CH:49]=[N:50][C:44]2[NH:43][C:42](=[O:56])[CH2:41][N:40]([CH2:39][C:38]([N:35]3[CH2:34][CH2:33][N:32]([CH3:31])[CH2:37][CH2:36]3)=[O:57])[CH2:46][C:45]=2[CH:47]=1. The yield is 0.530. (5) The reactants are [O:1]=[C:2]1[CH2:7][CH2:6][C:5]([C:13]([O:15][CH2:16][CH3:17])=[O:14])([C:8]([O:10][CH2:11][CH3:12])=[O:9])[CH2:4][CH:3]1C(OCC)=O.[Cl-].[Na+].O. The product is [O:1]=[C:2]1[CH2:3][CH2:4][C:5]([C:8]([O:10][CH2:11][CH3:12])=[O:9])([C:13]([O:15][CH2:16][CH3:17])=[O:14])[CH2:6][CH2:7]1. The yield is 0.990. The catalyst is CS(C)=O. (6) The product is [CH2:13]([O:12][C:11]1[CH:10]=[C:9]2[C:4]([C:5]([NH:20][C:21]3[CH:26]=[C:25]([CH3:27])[CH:24]=[CH:23][C:22]=3[F:28])=[C:6]([C:15]([O:17][CH2:18][CH3:19])=[O:16])[N:7]=[N:8]2)=[CH:3][C:2]=1[N:85]1[CH2:86][CH2:87][N:82]([CH3:81])[CH2:83][CH2:84]1)[CH3:14]. The reactants are Br[C:2]1[CH:3]=[C:4]2[C:9](=[CH:10][C:11]=1[O:12][CH2:13][CH3:14])[N:8]=[N:7][C:6]([C:15]([O:17][CH2:18][CH3:19])=[O:16])=[C:5]2[NH:20][C:21]1[CH:26]=[C:25]([CH3:27])[CH:24]=[CH:23][C:22]=1[F:28].C1C=CC(P(C2C(C3C(P(C4C=CC=CC=4)C4C=CC=CC=4)=CC=C4C=3C=CC=C4)=C3C(C=CC=C3)=CC=2)C2C=CC=CC=2)=CC=1.C(=O)([O-])[O-].[Cs+].[Cs+].[CH3:81][N:82]1[CH2:87][CH2:86][NH:85][CH2:84][CH2:83]1. The yield is 0.320. The catalyst is C1C=CC(/C=C/C(/C=C/C2C=CC=CC=2)=O)=CC=1.C1C=CC(/C=C/C(/C=C/C2C=CC=CC=2)=O)=CC=1.C1C=CC(/C=C/C(/C=C/C2C=CC=CC=2)=O)=CC=1.[Pd].[Pd].CC(N(C)C)=O.